The task is: Predict the reaction yield, written as a fraction of the theoretical maximum amount of product (1.0 means a 100% yield; for example, 0.34 means a 34% yield).. This data is from Reaction yield outcomes from USPTO patents with 853,638 reactions. (1) The reactants are [OH:1][C:2]1[CH:7]=[CH:6][C:5]([C:8](=[O:16])[CH2:9][C:10](=O)[CH2:11][CH2:12][CH2:13][CH3:14])=[CH:4][CH:3]=1.[N+:17]([C:20]1[CH:25]=[CH:24][C:23]([O:26][NH2:27])=[CH:22][CH:21]=1)([O-:19])=[O:18]. The catalyst is C(O)(=O)C. The product is [N+:17]([C:20]1[CH:21]=[CH:22][C:23]([O:26][N:27]=[C:10]([CH2:11][CH2:12][CH2:13][CH3:14])[CH2:9][C:8]([C:5]2[CH:6]=[CH:7][C:2]([OH:1])=[CH:3][CH:4]=2)=[O:16])=[CH:24][CH:25]=1)([O-:19])=[O:18]. The yield is 0.880. (2) The reactants are [CH3:1][C:2]1[C:7]([N+:8]([O-])=O)=[CH:6][CH:5]=[C:4]([CH3:11])[C:3]=1[NH:12][C:13](=[O:15])[CH3:14]. The catalyst is CO.CCO.C(O)(=O)C.[Pd]. The product is [NH2:8][C:7]1[C:2]([CH3:1])=[C:3]([NH:12][C:13](=[O:15])[CH3:14])[C:4]([CH3:11])=[CH:5][CH:6]=1. The yield is 0.190. (3) The reactants are [CH2:1]([O:8][C:9](=[O:21])[N:10]([CH3:20])[CH2:11][CH2:12][NH:13]C(=O)C(F)(F)F)[C:2]1[CH:7]=[CH:6][CH:5]=[CH:4][CH:3]=1.[Li+].[OH-]. The catalyst is CO.O. The product is [CH2:1]([O:8][C:9](=[O:21])[N:10]([CH2:11][CH2:12][NH2:13])[CH3:20])[C:2]1[CH:7]=[CH:6][CH:5]=[CH:4][CH:3]=1. The yield is 0.890. (4) The reactants are [C:1]([C:5]1[CH:6]=[C:7]2[C:12](=[C:13]([F:15])[CH:14]=1)[C:11](=[O:16])[N:10]([C:17]1[C:18]([CH2:41][OH:42])=[C:19]([N:23]3[C:27]4=[N:28][C:29]([C:32]5[CH:37]=[CH:36][CH:35]=[CH:34][C:33]=5[Cl:38])=[CH:30][CH:31]=[C:26]4[C:25]([C:39]#[N:40])=[CH:24]3)[CH:20]=[CH:21][CH:22]=1)[N:9]=[CH:8]2)([CH3:4])([CH3:3])[CH3:2].C([OH:45])C. The catalyst is O. The product is [C:1]([C:5]1[CH:6]=[C:7]2[C:12](=[C:13]([F:15])[CH:14]=1)[C:11](=[O:16])[N:10]([C:17]1[C:18]([CH2:41][OH:42])=[C:19]([N:23]3[C:27]4=[N:28][C:29]([C:32]5[CH:37]=[CH:36][CH:35]=[CH:34][C:33]=5[Cl:38])=[CH:30][CH:31]=[C:26]4[C:25]([C:39]([NH2:40])=[O:45])=[CH:24]3)[CH:20]=[CH:21][CH:22]=1)[N:9]=[CH:8]2)([CH3:4])([CH3:2])[CH3:3]. The yield is 0.950.